From a dataset of Forward reaction prediction with 1.9M reactions from USPTO patents (1976-2016). Predict the product of the given reaction. (1) Given the reactants FC1C=CC(CN)=CC=1.[F:10][C:11]1[CH:18]=[C:17]([F:19])[CH:16]=[CH:15][C:12]=1[CH2:13][NH2:14].[CH2:20]([N:27]1[CH2:31][CH2:30][N:29]([C:32]2[S:33][C:34]([C:38](O)=[O:39])=[C:35]([CH3:37])[N:36]=2)[C:28]1=[O:41])[C:21]1[CH:26]=[CH:25][CH:24]=[CH:23][CH:22]=1, predict the reaction product. The product is: [CH2:20]([N:27]1[CH2:31][CH2:30][N:29]([C:32]2[S:33][C:34]([C:38]([NH:14][CH2:13][C:12]3[CH:15]=[CH:16][C:17]([F:19])=[CH:18][C:11]=3[F:10])=[O:39])=[C:35]([CH3:37])[N:36]=2)[C:28]1=[O:41])[C:21]1[CH:26]=[CH:25][CH:24]=[CH:23][CH:22]=1. (2) Given the reactants [CH2:1]([O:3][C:4]([C:6]1[CH:11]=[CH:10][C:9]([C:12]2[CH:17]=[CH:16][CH:15]=[CH:14][C:13]=2[CH2:18][N:19]2[C:27]3[C:22](=[CH:23][C:24]([C:28]([OH:30])=O)=[CH:25][CH:26]=3)[C:21]([CH3:31])=[C:20]2[CH3:32])=[CH:8][CH:7]=1)=[O:5])[CH3:2].[N+:33]([C:36]1[CH:41]=[CH:40][C:39]([C@@H:42]([NH2:44])[CH3:43])=[CH:38][CH:37]=1)([O-:35])=[O:34], predict the reaction product. The product is: [CH3:32][C:20]1[N:19]([CH2:18][C:13]2[CH:14]=[CH:15][CH:16]=[CH:17][C:12]=2[C:9]2[CH:8]=[CH:7][C:6]([C:4]([O:3][CH2:1][CH3:2])=[O:5])=[CH:11][CH:10]=2)[C:27]2[C:22]([C:21]=1[CH3:31])=[CH:23][C:24]([C:28](=[O:30])[NH:44][C@H:42]([C:39]1[CH:38]=[CH:37][C:36]([N+:33]([O-:35])=[O:34])=[CH:41][CH:40]=1)[CH3:43])=[CH:25][CH:26]=2. (3) Given the reactants C1(C)C=CC=CC=1P(C1C=CC=CC=1C)C1C=CC=CC=1C.Br[C:24]1[CH:25]=[C:26]2[C:30](=[CH:31][CH:32]=1)[NH:29][CH:28]=[CH:27]2.[CH2:33]=[CH:34][C:35]1[CH:40]=[CH:39][CH:38]=[CH:37][CH:36]=1, predict the reaction product. The product is: [CH:33]([C:24]1[CH:25]=[C:26]2[C:30](=[CH:31][CH:32]=1)[NH:29][CH:28]=[CH:27]2)=[CH:34][C:35]1[CH:40]=[CH:39][CH:38]=[CH:37][CH:36]=1. (4) Given the reactants C([O:3][C:4](=[O:37])[C:5]([CH3:36])([O:7][C:8]1[CH:13]=[CH:12][C:11]([O:14][CH:15]([C:19]2[S:23][C:22]([C:24]3[CH:29]=[CH:28][C:27]([C:30]([F:33])([F:32])[F:31])=[CH:26][CH:25]=3)=[N:21][C:20]=2[CH3:34])[CH2:16][CH2:17][CH3:18])=[CH:10][C:9]=1[CH3:35])[CH3:6])C.[OH-].[Na+].Cl, predict the reaction product. The product is: [CH3:6][C:5]([O:7][C:8]1[CH:13]=[CH:12][C:11]([O:14][CH:15]([C:19]2[S:23][C:22]([C:24]3[CH:25]=[CH:26][C:27]([C:30]([F:33])([F:31])[F:32])=[CH:28][CH:29]=3)=[N:21][C:20]=2[CH3:34])[CH2:16][CH2:17][CH3:18])=[CH:10][C:9]=1[CH3:35])([CH3:36])[C:4]([OH:37])=[O:3]. (5) The product is: [I:1][C:2]1[CH:3]=[C:4]([CH2:13][OH:14])[CH:5]=[C:6]2[C:11]=1[N:10]=[CH:9][C:8]([CH3:12])=[CH:7]2. Given the reactants [I:1][C:2]1[CH:3]=[C:4]([C:13](OC)=[O:14])[CH:5]=[C:6]2[C:11]=1[N:10]=[CH:9][C:8]([CH3:12])=[CH:7]2, predict the reaction product. (6) Given the reactants [CH:1](=O)[C:2]1[CH:7]=[CH:6][CH:5]=[CH:4][CH:3]=1.[NH2:9][CH:10]1[CH2:14][CH2:13][NH:12][CH2:11]1, predict the reaction product. The product is: [C:2]1([CH:1]=[N:9][CH:10]2[CH2:14][CH2:13][NH:12][CH2:11]2)[CH:7]=[CH:6][CH:5]=[CH:4][CH:3]=1.